Dataset: Catalyst prediction with 721,799 reactions and 888 catalyst types from USPTO. Task: Predict which catalyst facilitates the given reaction. (1) Reactant: [Cl:1][C:2]1[C:10]([Cl:11])=[CH:9][CH:8]=[CH:7][C:3]=1[C:4]([NH2:6])=[S:5].Br[CH2:13][C:14](=O)[C:15]([OH:17])=[O:16]. Product: [Cl:1][C:2]1[C:10]([Cl:11])=[CH:9][CH:8]=[CH:7][C:3]=1[C:4]1[S:5][CH:13]=[C:14]([C:15]([OH:17])=[O:16])[N:6]=1. The catalyst class is: 12. (2) Reactant: Cl.[CH3:2][O:3][C:4]([C:6]1[CH:11]=[CH:10][C:9]([C:12]2[CH2:16][C:15]3([CH2:21][CH2:20][NH2+:19][CH2:18][CH2:17]3)[O:14][N:13]=2)=[CH:8][CH:7]=1)=[O:5].[Br:22][C:23]1[CH:28]=[C:27]([CH2:29]Br)[CH:26]=[C:25]([Cl:31])[C:24]=1[Cl:32].CCN(C(C)C)C(C)C. Product: [Br:22][C:23]1[CH:28]=[C:27]([CH:26]=[C:25]([Cl:31])[C:24]=1[Cl:32])[CH2:29][N:19]1[CH2:20][CH2:21][C:15]2([O:14][N:13]=[C:12]([C:9]3[CH:10]=[CH:11][C:6]([C:4]([O:3][CH3:2])=[O:5])=[CH:7][CH:8]=3)[CH2:16]2)[CH2:17][CH2:18]1. The catalyst class is: 3. (3) Reactant: [F:1][C:2]1[CH:7]=[C:6]([F:8])[CH:5]=[CH:4][C:3]=1[N:9]1[C:13]([C:14]2[S:23][C:22]3[C:21]4[N:24]=[C:25]([N:28]5[CH2:33][CH2:32][NH:31][CH2:30][CH2:29]5)[CH:26]=[CH:27][C:20]=4[O:19][CH2:18][CH2:17][C:16]=3[CH:15]=2)=[N:12][CH:11]=[N:10]1.CN(C(ON1N=NC2C=[CH:46][CH:47]=NC1=2)=[N+](C)C)C.F[P-](F)(F)(F)(F)F.CCN(C(C)C)C(C)C.[OH-:67].[Na+].CN([CH:72]=[O:73])C. Product: [F:1][C:2]1[CH:7]=[C:6]([F:8])[CH:5]=[CH:4][C:3]=1[N:9]1[C:13]([C:14]2[S:23][C:22]3[C:21]4[N:24]=[C:25]([N:28]5[CH2:29][CH2:30][N:31]([C:72](=[O:73])[C@@H:46]([OH:67])[CH3:47])[CH2:32][CH2:33]5)[CH:26]=[CH:27][C:20]=4[O:19][CH2:18][CH2:17][C:16]=3[CH:15]=2)=[N:12][CH:11]=[N:10]1. The catalyst class is: 20. (4) Reactant: [C:1]([O:5][C:6](=[O:19])[C:7]1[CH:12]=[C:11]([CH:13]=[CH2:14])[N:10]=[C:9]([CH:15]=[C:16]([CH3:18])[CH3:17])[CH:8]=1)([CH3:4])([CH3:3])[CH3:2]. Product: [C:1]([O:5][C:6](=[O:19])[C:7]1[CH:8]=[C:9]([CH2:15][CH:16]([CH3:17])[CH3:18])[N:10]=[C:11]([CH2:13][CH3:14])[CH:12]=1)([CH3:3])([CH3:4])[CH3:2]. The catalyst class is: 19. (5) The catalyst class is: 45. Product: [NH2:1][C:4]1[S:8][C:7]([C:9]2[CH:10]=[CH:11][C:12]([NH2:15])=[N:13][CH:14]=2)=[CH:6][CH:5]=1. Reactant: [N+:1]([C:4]1[S:8][C:7]([C:9]2[CH:10]=[CH:11][C:12]([NH2:15])=[N:13][CH:14]=2)=[CH:6][CH:5]=1)([O-])=O.CC(O)C.